Dataset: Reaction yield outcomes from USPTO patents with 853,638 reactions. Task: Predict the reaction yield, written as a fraction of the theoretical maximum amount of product (1.0 means a 100% yield; for example, 0.34 means a 34% yield). The reactants are [NH2:1][C@@H:2]([CH2:30][C:31]1[CH:36]=[CH:35][C:34]([O:37]CC2C=CC=CC=2)=[CH:33][CH:32]=1)[CH2:3][O:4][C:5]1[CH:6]=[C:7]([C:11]2[CH:12]=[C:13]3[C:18](=[C:19]([NH2:21])[N:20]=2)[CH:17]=[N:16][C:15]2[CH:22]=[C:23]([O:28][CH3:29])[C:24]([O:26][CH3:27])=[CH:25][C:14]3=2)[CH:8]=[N:9][CH:10]=1. The catalyst is [Pd].C1COCC1.CCO.Cl. The product is [NH2:1][C@H:2]([CH2:3][O:4][C:5]1[CH:10]=[N:9][CH:8]=[C:7]([C:11]2[CH:12]=[C:13]3[C:18](=[C:19]([NH2:21])[N:20]=2)[CH:17]=[N:16][C:15]2[CH:22]=[C:23]([O:28][CH3:29])[C:24]([O:26][CH3:27])=[CH:25][C:14]3=2)[CH:6]=1)[CH2:30][C:31]1[CH:32]=[CH:33][C:34]([OH:37])=[CH:35][CH:36]=1. The yield is 0.110.